The task is: Regression/Classification. Given a drug SMILES string, predict its absorption, distribution, metabolism, or excretion properties. Task type varies by dataset: regression for continuous measurements (e.g., permeability, clearance, half-life) or binary classification for categorical outcomes (e.g., BBB penetration, CYP inhibition). Dataset: hlm.. This data is from Human liver microsome stability data. The compound is N#Cc1ccc(C(=O)NCCC(c2ccc(F)cc2)c2ccc(F)cc2)cc1. The result is 0 (unstable in human liver microsomes).